This data is from Reaction yield outcomes from USPTO patents with 853,638 reactions. The task is: Predict the reaction yield, written as a fraction of the theoretical maximum amount of product (1.0 means a 100% yield; for example, 0.34 means a 34% yield). The reactants are [F:1][C:2]1[CH:9]=[C:8]([CH:10]=[O:11])[CH:7]=[CH:6][C:3]=1[C:4]#[N:5].C1(C)C=CC(S([CH2:21][N+:22]#[C-:23])(=O)=O)=CC=1.C(=O)([O-])[O-].[K+].[K+]. The catalyst is CO. The product is [F:1][C:2]1[CH:9]=[C:8]([C:10]2[O:11][CH:23]=[N:22][CH:21]=2)[CH:7]=[CH:6][C:3]=1[C:4]#[N:5]. The yield is 0.790.